Task: Predict which catalyst facilitates the given reaction.. Dataset: Catalyst prediction with 721,799 reactions and 888 catalyst types from USPTO (1) The catalyst class is: 569. Reactant: FC(F)(F)C([O:5][CH2:6][CH2:7][CH2:8][N:9]1[C:14](=[O:15])[C:13]2[C:16]([CH2:30][CH2:31][CH:32]([CH3:34])[CH3:33])=[C:17]([C:19]3[CH:24]=[CH:23][CH:22]=[C:21]([O:25][C:26]([F:29])([F:28])[F:27])[CH:20]=3)[S:18][C:12]=2[N:11]([CH3:35])[C:10]1=[O:36])=O.O[Li].O. Product: [OH:5][CH2:6][CH2:7][CH2:8][N:9]1[C:14](=[O:15])[C:13]2[C:16]([CH2:30][CH2:31][CH:32]([CH3:34])[CH3:33])=[C:17]([C:19]3[CH:24]=[CH:23][CH:22]=[C:21]([O:25][C:26]([F:29])([F:28])[F:27])[CH:20]=3)[S:18][C:12]=2[N:11]([CH3:35])[C:10]1=[O:36]. (2) Reactant: FC(F)(F)C(O)=O.[NH2:8][C@@H:9]([CH2:18][CH2:19][O:20][C:21]1[CH:26]=[C:25]([F:27])[C:24]([N:28]2[C:33]([NH2:34])=[C:32]([C:35](=[O:44])[C:36]3[CH:41]=[CH:40][C:39]([F:42])=[CH:38][C:37]=3[F:43])[CH:31]=[CH:30][C:29]2=[O:45])=[C:23]([F:46])[CH:22]=1)[C:10]([O:12]C1CCCC1)=[O:11].[OH-].[Na+]. Product: [NH2:8][C@@H:9]([CH2:18][CH2:19][O:20][C:21]1[CH:26]=[C:25]([F:27])[C:24]([N:28]2[C:33]([NH2:34])=[C:32]([C:35](=[O:44])[C:36]3[CH:41]=[CH:40][C:39]([F:42])=[CH:38][C:37]=3[F:43])[CH:31]=[CH:30][C:29]2=[O:45])=[C:23]([F:46])[CH:22]=1)[C:10]([OH:12])=[O:11]. The catalyst class is: 92. (3) Reactant: [CH3:1][C:2]1([CH3:19])[CH2:9][CH:8]2[CH:6]([O:7]2)[CH2:5][N:4]([S:10]([C:13]2[CH:18]=[CH:17][CH:16]=[CH:15][N:14]=2)(=[O:12])=[O:11])[CH2:3]1.[N-:20]=[N+:21]=[N-:22].[Na+].[NH4+].[Cl-]. Product: [N:20]([CH:8]1[CH2:9][C:2]([CH3:19])([CH3:1])[CH2:3][N:4]([S:10]([C:13]2[CH:18]=[CH:17][CH:16]=[CH:15][N:14]=2)(=[O:12])=[O:11])[CH2:5][CH:6]1[OH:7])=[N+:21]=[N-:22]. The catalyst class is: 24. (4) Reactant: [C:1]1([C:7]2([CH2:46][CH2:47][CH2:48][CH2:49][C:50]([O:52]CC)=[O:51])[CH2:12][CH2:11][N:10]([C:13]([C@:15]3([O:36][C:37]4[CH:41]=[C:40]([C:42]([F:45])([F:44])[F:43])[S:39][CH:38]=4)[CH2:20][CH2:19][CH2:18][N:17]([C:21](=[O:32])[C:22]4[C:27]([C:28]([F:31])([F:30])[F:29])=[CH:26][CH:25]=[CH:24][N:23]=4)[C@@H:16]3[CH2:33][CH2:34][CH3:35])=[O:14])[CH2:9][CH2:8]2)[CH:6]=[CH:5][CH:4]=[CH:3][CH:2]=1.[OH-].[Na+]. Product: [C:1]1([C:7]2([CH2:46][CH2:47][CH2:48][CH2:49][C:50]([OH:52])=[O:51])[CH2:8][CH2:9][N:10]([C:13]([C@:15]3([O:36][C:37]4[CH:41]=[C:40]([C:42]([F:45])([F:44])[F:43])[S:39][CH:38]=4)[CH2:20][CH2:19][CH2:18][N:17]([C:21](=[O:32])[C:22]4[C:27]([C:28]([F:30])([F:29])[F:31])=[CH:26][CH:25]=[CH:24][N:23]=4)[C@@H:16]3[CH2:33][CH2:34][CH3:35])=[O:14])[CH2:11][CH2:12]2)[CH:6]=[CH:5][CH:4]=[CH:3][CH:2]=1. The catalyst class is: 8. (5) Reactant: C(OP([CH2:9][C:10]([O:12][CH2:13][CH3:14])=[O:11])(OCC)=O)C.[H-].[Na+].[CH:17]([C:19]1[S:20][CH:21]=[CH:22][C:23]=1[C:24]1[C:25](=[O:42])[N:26]([C:36]2[CH:41]=[CH:40][CH:39]=[CH:38][CH:37]=2)[CH:27]=[C:28]([C:30]2[CH:35]=[CH:34][CH:33]=[CH:32][N:31]=2)[CH:29]=1)=O.O. Product: [CH3:14][CH2:13][O:12][C:10]([CH:9]=[CH:17][C:19]1[S:20][CH:21]=[CH:22][C:23]=1[C:24]1[C:25](=[O:42])[N:26]([C:36]2[CH:41]=[CH:40][CH:39]=[CH:38][CH:37]=2)[CH:27]=[C:28]([C:30]2[CH:35]=[CH:34][CH:33]=[CH:32][N:31]=2)[CH:29]=1)=[O:11]. The catalyst class is: 7. (6) Reactant: [NH2:1][CH2:2][C:3]([N:5]([C:7]1[CH:12]=[CH:11][C:10]([Cl:13])=[C:9]([CH2:14][O:15][C:16]2[C:24]3[N:23]=[C:22]([O:25][CH3:26])[N:21]([CH2:27][C:28]4[CH:33]=[CH:32][CH:31]=[CH:30][N:29]=4)[C:20]=3[CH:19]=[CH:18][CH:17]=2)[C:8]=1[Cl:34])[CH3:6])=[O:4].CN(C(ON1N=NC2C=CC=CC1=2)=[N+](C)C)C.F[P-](F)(F)(F)(F)F.[CH3:59][C:60]([O:63][C:64]([N:66]1[CH2:70][C@@H:69]([C:71](O)=[O:72])[CH2:68][CH2:67]1)=[O:65])([CH3:62])[CH3:61].C(N(C(C)C)CC)(C)C. Product: [Cl:34][C:8]1[C:9]([CH2:14][O:15][C:16]2[C:24]3[N:23]=[C:22]([O:25][CH3:26])[N:21]([CH2:27][C:28]4[CH:33]=[CH:32][CH:31]=[CH:30][N:29]=4)[C:20]=3[CH:19]=[CH:18][CH:17]=2)=[C:10]([Cl:13])[CH:11]=[CH:12][C:7]=1[N:5]([CH3:6])[C:3](=[O:4])[CH2:2][NH:1][C:71]([C@H:69]1[CH2:68][CH2:67][N:66]([C:64]([O:63][C:60]([CH3:62])([CH3:61])[CH3:59])=[O:65])[CH2:70]1)=[O:72]. The catalyst class is: 39. (7) Reactant: C(OC([NH:8][C@H:9]([C:33]([OH:35])=[O:34])[CH2:10][S:11][CH:12]([CH2:29][S:30][CH2:31][CH3:32])[C:13]1[CH:18]=[C:17]([C:19]([O:21][CH2:22][CH3:23])=[O:20])[CH:16]=[C:15]([C:24]([O:26][CH2:27][CH3:28])=[O:25])[CH:14]=1)=O)CCC.C(O)(C(F)(F)F)=O. Product: [CH2:27]([O:26][C:24]([C:15]1[CH:14]=[C:13]([CH:18]=[C:17]([C:19]([O:21][CH2:22][CH3:23])=[O:20])[CH:16]=1)[CH:12]([CH2:29][S:30][CH2:31][CH3:32])[S:11][CH2:10][C@@H:9]([C:33]([OH:35])=[O:34])[NH2:8])=[O:25])[CH3:28]. The catalyst class is: 4. (8) Reactant: [CH2:1]([N:8]1[C:12]2[CH:13]=[C:14]([C:17]([O:19]CC)=[O:18])[CH:15]=[CH:16][C:11]=2[N:10]=[CH:9]1)[C:2]1[CH:7]=[CH:6][CH:5]=[CH:4][CH:3]=1.[OH-].[Na+]. Product: [CH2:1]([N:8]1[C:12]2[CH:13]=[C:14]([C:17]([OH:19])=[O:18])[CH:15]=[CH:16][C:11]=2[N:10]=[CH:9]1)[C:2]1[CH:3]=[CH:4][CH:5]=[CH:6][CH:7]=1. The catalyst class is: 8. (9) Reactant: Cl.[NH2:2][OH:3].[N+:4]([C:7]1[CH:8]=[C:9]([CH:12]=[CH:13][CH:14]=1)[C:10]#[N:11])([O-:6])=[O:5]. Product: [OH:3]/[N:2]=[C:10](\[NH2:11])/[C:9]1[CH:12]=[CH:13][CH:14]=[C:7]([N+:4]([O-:6])=[O:5])[CH:8]=1. The catalyst class is: 300. (10) Reactant: [NH2:1][C:2]1[CH:11]=[CH:10][CH:9]=[C:8]2[C:3]=1[CH:4]=[CH:5][N:6]([C@H:13]([CH3:17])[C:14]([NH2:16])=[O:15])[C:7]2=[O:12].CN(C)C=O.[Cl:23][C:24]1[CH:29]=[CH:28][C:27]([CH:30]([CH3:34])[C:31](O)=[O:32])=[CH:26][C:25]=1[C:35]([F:38])([F:37])[F:36].F[P-](F)(F)(F)(F)F.CN(C)C(ON1C2N=CC=CC=2N=N1)=[N+](C)C.C(N(CC)C(C)C)(C)C. Product: [NH2:16][C:14](=[O:15])[C@H:13]([N:6]1[CH:5]=[CH:4][C:3]2[C:8](=[CH:9][CH:10]=[CH:11][C:2]=2[NH:1][C:31](=[O:32])[CH:30]([C:27]2[CH:28]=[CH:29][C:24]([Cl:23])=[C:25]([C:35]([F:36])([F:37])[F:38])[CH:26]=2)[CH3:34])[C:7]1=[O:12])[CH3:17]. The catalyst class is: 25.